Dataset: Reaction yield outcomes from USPTO patents with 853,638 reactions. Task: Predict the reaction yield, written as a fraction of the theoretical maximum amount of product (1.0 means a 100% yield; for example, 0.34 means a 34% yield). (1) The reactants are [C:1](=O)([O-])[O-].[Cs+].[Cs+].[CH3:7][C:8]1[N:13]=[C:12]([O:14][C:15]2[CH:20]=[CH:19][CH:18]=[CH:17][CH:16]=2)[C:11]([OH:21])=[CH:10][CH:9]=1.[CH3:22][O:23][C:24](=[O:43])[CH2:25][CH2:26][C:27]1[CH:32]=[CH:31][C:30]([O:33][CH2:34][CH2:35][C@@H:36](OS(C)(=O)=O)[CH3:37])=[CH:29][CH:28]=1. The catalyst is CN(C=O)C. The product is [CH3:22][O:23][C:24](=[O:43])[CH2:25][CH2:26][C:27]1[CH:32]=[CH:31][C:30]([O:33][CH2:34][CH2:35][C@@H:36]([O:21][C:11]2[C:12]([O:14][C:15]3[CH:20]=[CH:19][CH:18]=[CH:17][CH:16]=3)=[N:13][C:8]([CH3:7])=[CH:9][CH:10]=2)[CH3:37])=[CH:29][C:28]=1[CH3:1]. The yield is 0.480. (2) The reactants are [CH3:1][O:2][C:3]([C:5]1[NH:6][C:7](Br)=[CH:8][CH:9]=1)=[O:4].C1([As](C2C=CC=CC=2)C2C=CC=CC=2)C=CC=CC=1.C[Sn](C)(C)[C:32]1[C:41]2[C:36](=[CH:37][CH:38]=[CH:39][CH:40]=2)[CH:35]=[N:34][CH:33]=1. The catalyst is CN1C(=O)CCC1.[Pd].[Pd].C(=CC(C=CC1C=CC=CC=1)=O)C1C=CC=CC=1.C(=CC(C=CC1C=CC=CC=1)=O)C1C=CC=CC=1.C(=CC(C=CC1C=CC=CC=1)=O)C1C=CC=CC=1. The product is [CH3:1][O:2][C:3]([C:5]1[NH:6][C:7]([C:32]2[C:41]3[C:36](=[CH:37][CH:38]=[CH:39][CH:40]=3)[CH:35]=[N:34][CH:33]=2)=[CH:8][CH:9]=1)=[O:4]. The yield is 0.550. (3) The reactants are [C:1]([C:3]1[CH:19]=[CH:18][C:6]([O:7][C:8]2[CH:9]=[CH:10][C:11]3[B:15]([OH:16])[O:14][CH2:13][C:12]=3[CH:17]=2)=[CH:5][C:4]=1[OH:20])#[N:2].[C:21](OC(=O)C)(=[O:23])[CH3:22].C(N(CC)CC)C.Cl. The catalyst is CN(C)C=O. The product is [C:1]([C:3]1[CH:19]=[CH:18][C:6]([O:7][C:8]2[CH:9]=[CH:10][C:11]3[B:15]([OH:16])[O:14][CH2:13][C:12]=3[CH:17]=2)=[CH:5][C:4]=1[O:20][C:21](=[O:23])[CH3:22])#[N:2]. The yield is 0.790. (4) The reactants are Cl[C:2]1[CH:7]=[CH:6][C:5]([O:8][CH3:9])=[CH:4][CH:3]=1.[CH3:10][O:11][C:12]1[CH:17]=[CH:16][C:15](B(O)O)=[CH:14][CH:13]=1.[F-].[Cs+]. The catalyst is C1C=CC(/C=C/C(/C=C/C2C=CC=CC=2)=O)=CC=1.C1C=CC(/C=C/C(/C=C/C2C=CC=CC=2)=O)=CC=1.C1C=CC(/C=C/C(/C=C/C2C=CC=CC=2)=O)=CC=1.[Pd].[Pd].O1CCOCC1. The product is [CH3:9][O:8][C:5]1[CH:6]=[CH:7][C:2]([C:15]2[CH:16]=[CH:17][C:12]([O:11][CH3:10])=[CH:13][CH:14]=2)=[CH:3][CH:4]=1. The yield is 0.990. (5) The reactants are [N:1]([C:4]1[CH:9]=[CH:8][C:7]([N:10]2[CH2:15][CH2:14][N:13]([CH3:16])[CH2:12][CH2:11]2)=[CH:6][CH:5]=1)=[C:2]=[S:3].[N:17]#[C:18][NH2:19].CC(C)([O-])C.[K+].Br[CH2:27][C:28]([C:30]1[CH:35]=[CH:34][C:33]([Cl:36])=[C:32]([N+:37]([O-:39])=[O:38])[CH:31]=1)=[O:29]. The catalyst is C(#N)C.O. The product is [NH2:17][C:18]1[N:19]=[C:2]([NH:1][C:4]2[CH:5]=[CH:6][C:7]([N:10]3[CH2:11][CH2:12][N:13]([CH3:16])[CH2:14][CH2:15]3)=[CH:8][CH:9]=2)[S:3][C:27]=1[C:28]([C:30]1[CH:35]=[CH:34][C:33]([Cl:36])=[C:32]([N+:37]([O-:39])=[O:38])[CH:31]=1)=[O:29]. The yield is 0.450. (6) The reactants are [CH2:1]([C@H:8]([NH:29][C:30](=[O:40])[O:31][C@@H:32]1[C@H:39]2[C@H:35]([O:36][CH2:37][CH2:38]2)[O:34][CH2:33]1)[C@@H:9]([OH:28])[CH:10]([NH:17][S:18]([C:21]1[CH:26]=[CH:25][CH:24]=[C:23]([OH:27])[CH:22]=1)(=[O:20])=[O:19])OC1CCCC1)[C:2]1[CH:7]=[CH:6][CH:5]=[CH:4][CH:3]=1.Br[CH2:42][C:43]([N:45]1[CH2:50][CH2:49][O:48][CH2:47][CH2:46]1)=[O:44].[C:51](=[O:54])([O-])[O-].[K+].[K+]. The catalyst is CN(C=O)C. The product is [CH2:1]([C@H:8]([NH:29][C:30](=[O:40])[O:31][C@@H:32]1[C@H:39]2[C@H:35]([O:36][CH2:37][CH2:38]2)[O:34][CH2:33]1)[C@H:9]([OH:28])[CH2:10][N:17]([O:54][CH:51]1[CH2:3][CH2:2][CH2:1][CH2:8]1)[S:18]([C:21]1[CH:26]=[CH:25][CH:24]=[C:23]([O:27][CH2:42][C:43]([N:45]2[CH2:50][CH2:49][O:48][CH2:47][CH2:46]2)=[O:44])[CH:22]=1)(=[O:19])=[O:20])[C:2]1[CH:3]=[CH:4][CH:5]=[CH:6][CH:7]=1. The yield is 0.670.